This data is from Reaction yield outcomes from USPTO patents with 853,638 reactions. The task is: Predict the reaction yield, written as a fraction of the theoretical maximum amount of product (1.0 means a 100% yield; for example, 0.34 means a 34% yield). (1) The reactants are [Li]C(C)(C)C.[CH3:6][C:7]([Si:10]([CH3:20])([CH3:19])[O:11][CH2:12][CH2:13][C:14]1[O:15][CH:16]=[CH:17][CH:18]=1)([CH3:9])[CH3:8].[CH2:21]1[O:23][CH2:22]1.[NH4+].[Cl-]. The catalyst is C1COCC1. The product is [CH3:9][C:7]([Si:10]([CH3:19])([CH3:20])[O:11][CH2:12][CH2:13][C:14]1[O:15][C:16]([CH2:21][CH2:22][OH:23])=[CH:17][CH:18]=1)([CH3:6])[CH3:8]. The yield is 0.670. (2) The reactants are [CH2:1]([O:8][N:9]1[C:15](=[O:16])[N:14]2[CH2:17][C@H:10]1[CH2:11][CH2:12][C@H:13]2[C:18]([OH:20])=O)[C:2]1[CH:7]=[CH:6][CH:5]=[CH:4][CH:3]=1.[NH2:21][O:22][CH:23]1[CH2:28][CH2:27][O:26][CH2:25][CH2:24]1.ON1C2C=CC=CC=2N=N1.Cl.C(N=C=NCCCN(C)C)C. The catalyst is C(Cl)Cl. The product is [CH2:1]([O:8][N:9]1[C:15](=[O:16])[N:14]2[CH2:17][C@H:10]1[CH2:11][CH2:12][C@H:13]2[C:18]([NH:21][O:22][CH:23]1[CH2:28][CH2:27][O:26][CH2:25][CH2:24]1)=[O:20])[C:2]1[CH:3]=[CH:4][CH:5]=[CH:6][CH:7]=1. The yield is 0.930.